Dataset: Full USPTO retrosynthesis dataset with 1.9M reactions from patents (1976-2016). Task: Predict the reactants needed to synthesize the given product. (1) The reactants are: [C:1]([Si:5]([CH3:8])([CH3:7])Cl)([CH3:4])([CH3:3])[CH3:2].C(N(C(C)C)CC)(C)C.[Br:18][C:19]1[CH:24]=[CH:23][C:22]([S:25]([CH2:28][CH2:29][CH2:30][OH:31])(=[O:27])=[O:26])=[CH:21][CH:20]=1.O. Given the product [Br:18][C:19]1[CH:20]=[CH:21][C:22]([S:25]([CH2:28][CH2:29][CH2:30][O:31][Si:5]([C:1]([CH3:4])([CH3:3])[CH3:2])([CH3:8])[CH3:7])(=[O:26])=[O:27])=[CH:23][CH:24]=1, predict the reactants needed to synthesize it. (2) Given the product [CH2:1]([O:3][C:4]1[CH:20]=[C:19]([F:21])[C:7]([CH2:8][N:9]2[C:17]3[C:12](=[CH:13][CH:14]=[CH:15][CH:16]=3)[C:11]([C:24]3[N:29]=[CH:28][N:27]=[C:26]([NH2:30])[CH:25]=3)=[N:10]2)=[C:6]([F:22])[CH:5]=1)[CH3:2], predict the reactants needed to synthesize it. The reactants are: [CH2:1]([O:3][C:4]1[CH:20]=[C:19]([F:21])[C:7]([CH2:8][N:9]2[C:17]3[C:12](=[CH:13][CH:14]=[CH:15][CH:16]=3)[C:11](I)=[N:10]2)=[C:6]([F:22])[CH:5]=1)[CH3:2].Cl[C:24]1[N:29]=[CH:28][N:27]=[C:26]([NH2:30])[CH:25]=1.C([Sn](CCCC)(CCCC)[Sn](CCCC)(CCCC)CCCC)CCC. (3) Given the product [F:34][C:2]1([C:6]2[CH:11]=[CH:10][C:9]([C:12]3[N:16]=[C:15]([C:17]4[CH:18]=[CH:19][C:20]([O:25][CH2:26][CH3:27])=[C:21]([CH:24]=4)[C:22]#[N:23])[O:14][N:13]=3)=[CH:8][CH:7]=2)[CH2:5][O:4][CH2:3]1, predict the reactants needed to synthesize it. The reactants are: O[C:2]1([C:6]2[CH:11]=[CH:10][C:9]([C:12]3[N:16]=[C:15]([C:17]4[CH:18]=[CH:19][C:20]([O:25][CH2:26][CH3:27])=[C:21]([CH:24]=4)[C:22]#[N:23])[O:14][N:13]=3)=[CH:8][CH:7]=2)[CH2:5][O:4][CH2:3]1.CCN(S(F)(F)[F:34])CC. (4) Given the product [CH2:8]([O:7][C:5]([C:4]1[CH:10]=[CH:11][N:12]=[C:2]([C:15]2[CH:16]=[CH:17][C:18]([F:20])=[CH:19][C:14]=2[CH3:13])[CH:3]=1)=[O:6])[CH3:9], predict the reactants needed to synthesize it. The reactants are: Cl[C:2]1[CH:3]=[C:4]([CH:10]=[CH:11][N:12]=1)[C:5]([O:7][CH2:8][CH3:9])=[O:6].[CH3:13][C:14]1[CH:19]=[C:18]([F:20])[CH:17]=[CH:16][C:15]=1B(O)O.C(=O)([O-])[O-].[Na+].[Na+]. (5) Given the product [N:1]1([CH2:30][C:31]([NH:33][C@H:34]([C:44]2[C:49]([C:50]3[CH:51]=[CH:52][C:53]([F:59])=[C:54]([CH:58]=3)[C:55]([NH2:57])=[O:56])=[CH:48][CH:47]=[CH:46][N:45]=2)[CH2:35][C:36]2[CH:41]=[C:40]([F:42])[CH:39]=[C:38]([F:43])[CH:37]=2)=[O:32])[C:9]2[C:4](=[CH:5][CH:6]=[C:7]3[CH:13]=[CH:12][CH:11]=[CH:10][C:8]3=2)[CH:3]=[CH:2]1, predict the reactants needed to synthesize it. The reactants are: [NH:1]1[C:9]2[C:4](=[CH:5][CH:6]=[C:7]3[CH:13]=[CH:12][CH:11]=[CH:10][C:8]3=2)[CH:3]=[CH:2]1.C[Si]([N-][Si](C)(C)C)(C)C.[K+].CN(C=O)C.Cl[CH2:30][C:31]([NH:33][C@H:34]([C:44]1[C:49]([C:50]2[CH:51]=[CH:52][C:53]([F:59])=[C:54]([CH:58]=2)[C:55]([NH2:57])=[O:56])=[CH:48][CH:47]=[CH:46][N:45]=1)[CH2:35][C:36]1[CH:41]=[C:40]([F:42])[CH:39]=[C:38]([F:43])[CH:37]=1)=[O:32]. (6) Given the product [NH2:15][C:5]1[CH:4]=[CH:3][C:2]([OH:1])=[CH:14][C:6]=1[O:7][CH2:8][C:9]([CH3:13])([OH:12])[CH2:10][OH:11], predict the reactants needed to synthesize it. The reactants are: [OH:1][C:2]1[CH:3]=[CH:4][C:5]([N+:15]([O-])=O)=[C:6]([CH:14]=1)[O:7][CH2:8][C:9]([CH3:13])([OH:12])[CH2:10][OH:11]. (7) The reactants are: [OH-].[K+].[Cl:3][C:4]1[CH:9]=[CH:8][C:7]([C:10]2([CH:20]([C:26]#[N:27])[C:21]([O:23]CC)=[O:22])[CH2:19][CH2:18][C:13]3([O:17][CH2:16][CH2:15][O:14]3)[CH2:12][CH2:11]2)=[CH:6][CH:5]=1. Given the product [Cl:3][C:4]1[CH:9]=[CH:8][C:7]([C:10]2([CH:20]([C:26]#[N:27])[C:21]([OH:23])=[O:22])[CH2:19][CH2:18][C:13]3([O:14][CH2:15][CH2:16][O:17]3)[CH2:12][CH2:11]2)=[CH:6][CH:5]=1, predict the reactants needed to synthesize it. (8) Given the product [NH2:1][C:2]1[C:7]([CH:8]=[O:9])=[CH:6][N:5]=[C:4]([S:10][CH2:11][C:12]2[CH:17]=[CH:16][CH:15]=[CH:14][CH:13]=2)[N:3]=1, predict the reactants needed to synthesize it. The reactants are: [NH2:1][C:2]1[C:7]([CH2:8][OH:9])=[CH:6][N:5]=[C:4]([S:10][CH2:11][C:12]2[CH:17]=[CH:16][CH:15]=[CH:14][CH:13]=2)[N:3]=1.